From a dataset of Full USPTO retrosynthesis dataset with 1.9M reactions from patents (1976-2016). Predict the reactants needed to synthesize the given product. (1) Given the product [OH:1][CH2:2][CH2:3][CH:4]1[CH2:5][C:6]2([CH2:11][CH2:13][CH2:12][CH2:10]2)[C:7](=[O:9])[O:8]1, predict the reactants needed to synthesize it. The reactants are: [OH:1][CH2:2][CH2:3][CH:4]1[O:8][C:7](=[O:9])[C:6]([CH3:11])([CH3:10])[CH2:5]1.[CH2:12](C1(C(O)=O)CCCC1)[CH:13]=C.CC(C)(CC=C)C(OC)=O. (2) Given the product [CH3:37][O:36][C:34](=[O:35])[CH:33]([CH2:38][C:39]1[CH:40]=[CH:41][C:42]([O:16][CH2:15][CH2:14][N:12]2[C:13]3[CH:1]=[N:2][CH:3]=[CH:4][C:5]=3[C:6]3[C:11]2=[CH:10][CH:9]=[CH:8][CH:7]=3)=[CH:43][CH:44]=1)[C:32]([O:31][CH3:30])=[O:46], predict the reactants needed to synthesize it. The reactants are: [CH:1]1[C:13]2[N:12]([CH2:14][CH2:15][OH:16])[C:11]3[C:6](=[CH:7][CH:8]=[CH:9][CH:10]=3)[C:5]=2[CH:4]=[CH:3][N:2]=1.C(P(CCCC)CCCC)CCC.[CH3:30][O:31][C:32](=[O:46])[CH:33]([CH2:38][C:39]1[CH:44]=[CH:43][C:42](O)=[CH:41][CH:40]=1)[C:34]([O:36][CH3:37])=[O:35].CCCCCCC. (3) Given the product [CH2:1]([O:8][C:9]1[CH:14]=[CH:13][C:12]([CH2:15][CH:16]([N:29]([CH2:27][CH3:28])[C:30]2[CH:35]=[CH:34][CH:33]=[CH:32][CH:31]=2)[C:17]([O:19][CH2:20][CH3:21])=[O:18])=[CH:11][CH:10]=1)[C:2]1[CH:7]=[CH:6][CH:5]=[CH:4][CH:3]=1, predict the reactants needed to synthesize it. The reactants are: [CH2:1]([O:8][C:9]1[CH:14]=[CH:13][C:12]([CH2:15][CH:16](OS(C)(=O)=O)[C:17]([O:19][CH2:20][CH3:21])=[O:18])=[CH:11][CH:10]=1)[C:2]1[CH:7]=[CH:6][CH:5]=[CH:4][CH:3]=1.[CH2:27]([NH:29][C:30]1[CH:35]=[CH:34][CH:33]=[CH:32][CH:31]=1)[CH3:28]. (4) Given the product [F:42][C:43]1[CH:55]=[C:54]([C:2]2[CH:3]=[N:4][C:5]([N:8]3[CH2:13][CH2:12][O:11][C@H:10]([CH2:14][N:15]4[C:19]5=[N:20][C:21]([C:24]6[CH:25]=[N:26][N:27]([CH3:29])[CH:28]=6)=[CH:22][N:23]=[C:18]5[N:17]=[N:16]4)[CH2:9]3)=[N:6][CH:7]=2)[CH:53]=[CH:52][C:44]=1[CH2:45][N:46]1[CH2:47][CH2:48][O:49][CH2:50][CH2:51]1, predict the reactants needed to synthesize it. The reactants are: Br[C:2]1[CH:3]=[N:4][C:5]([N:8]2[CH2:13][CH2:12][O:11][C@H:10]([CH2:14][N:15]3[C:19]4=[N:20][C:21]([C:24]5[CH:25]=[N:26][N:27]([CH3:29])[CH:28]=5)=[CH:22][N:23]=[C:18]4[N:17]=[N:16]3)[CH2:9]2)=[N:6][CH:7]=1.C([O-])([O-])=O.[K+].[K+].O1CCOCC1.[F:42][C:43]1[CH:55]=[C:54](B2OC(C)(C)C(C)(C)O2)[CH:53]=[CH:52][C:44]=1[CH2:45][N:46]1[CH2:51][CH2:50][O:49][CH2:48][CH2:47]1. (5) Given the product [CH:26]1([CH2:25][NH:22][CH2:16][CH3:15])[CH2:30][CH2:29][CH2:28][CH2:27]1, predict the reactants needed to synthesize it. The reactants are: FC(F)(F)C1C=C(C=C(C(F)(F)F)C=1)CN(C[C:15]1[C:16]([N:22]([CH2:25][CH:26]2[CH2:30][CH2:29][CH2:28][CH2:27]2)CC)=NC=C(Br)C=1)C1N=NN(C)N=1.CC([O-])=O.[K+].O.